This data is from Forward reaction prediction with 1.9M reactions from USPTO patents (1976-2016). The task is: Predict the product of the given reaction. (1) Given the reactants [Cl:1][C:2]1[CH:3]=[C:4]([CH:7]=[CH:8][CH:9]=1)[CH:5]=[O:6].[CH:10]([Mg]Cl)=[CH2:11], predict the reaction product. The product is: [Cl:1][C:2]1[CH:3]=[C:4]([CH:5]([OH:6])[CH:10]=[CH2:11])[CH:7]=[CH:8][CH:9]=1. (2) The product is: [OH:19][C:13]1[CH:14]=[C:15]2[C:10](=[CH:11][CH:12]=1)[O:9][CH:8]([C:4]1[CH:5]=[CH:6][CH:7]=[CH:2][C:3]=1[C:32]([F:42])([F:41])[F:31])[CH2:17][C:16]2=[O:18]. Given the reactants F[C:2]1[CH:3]=[C:4]([CH:8]2[CH2:17][C:16](=[O:18])[C:15]3[C:10](=[CH:11][CH:12]=[C:13]([OH:19])[CH:14]=3)[O:9]2)[CH:5]=[CH:6][CH:7]=1.OC1C=CC(O)=CC=1C(=O)C.[F:31][C:32]([F:42])([F:41])C1C=CC=CC=1C=O, predict the reaction product.